From a dataset of Catalyst prediction with 721,799 reactions and 888 catalyst types from USPTO. Predict which catalyst facilitates the given reaction. Reactant: [NH2:1][C:2]([C@@H:4]1[CH2:8][CH2:7][C@H:6]([C:9]2[CH:14]=[CH:13][C:12]([OH:15])=[CH:11][CH:10]=2)[N:5]1[C:16]([O:18][C:19]([CH3:22])([CH3:21])[CH3:20])=[O:17])=[O:3].[F:23][C:24]1[CH:29]=[CH:28][C:27](B(O)O)=[CH:26][CH:25]=1.N1C=CC=CC=1.C(N(CC)CC)C. Product: [NH2:1][C:2]([C@@H:4]1[CH2:8][CH2:7][C@H:6]([C:9]2[CH:14]=[CH:13][C:12]([O:15][C:27]3[CH:28]=[CH:29][C:24]([F:23])=[CH:25][CH:26]=3)=[CH:11][CH:10]=2)[N:5]1[C:16]([O:18][C:19]([CH3:22])([CH3:21])[CH3:20])=[O:17])=[O:3]. The catalyst class is: 302.